Dataset: Catalyst prediction with 721,799 reactions and 888 catalyst types from USPTO. Task: Predict which catalyst facilitates the given reaction. (1) Reactant: C([O:5][C:6]([C@@H:8]1[CH2:10][C@H:9]1[C:11]1[CH:16]=[CH:15][CH:14]=[CH:13][C:12]=1[F:17])=[O:7])(C)(C)C.FC(F)(F)C(O)=O. Product: [F:17][C:12]1[CH:13]=[CH:14][CH:15]=[CH:16][C:11]=1[CH:9]1[CH2:10][CH:8]1[C:6]([OH:7])=[O:5]. The catalyst class is: 4. (2) Reactant: [F:1][C:2]1[CH:9]=[CH:8][C:5]([C:6]#[N:7])=[CH:4][N:3]=1.Cl.[NH2:11][OH:12].C(=O)([O-])[O-].[K+].[K+]. Product: [F:1][C:2]1[CH:9]=[CH:8][C:5]([C:6](=[N:11][OH:12])[NH2:7])=[CH:4][N:3]=1. The catalyst class is: 88. (3) Reactant: [CH3:1][C:2]1[CH:6]=[C:5]([CH3:7])[N:4]([CH2:8][C:9]2[CH:25]=[CH:24][C:12]([CH2:13][N:14]3[CH:22]=[C:21]4[C:16]([N:17]=[CH:18][N:19]=[C:20]4[NH2:23])=[N:15]3)=[CH:11][CH:10]=2)[N:3]=1.Br[CH2:27][C:28]1[C:35]([F:36])=[C:34]([O:37][CH3:38])[CH:33]=[CH:32][C:29]=1[C:30]#[N:31]. Product: [CH3:1][C:2]1[CH:6]=[C:5]([CH3:7])[N:4]([CH2:8][C:9]2[CH:10]=[CH:11][C:12]([CH2:13][N:14]3[CH:22]=[C:21]4[C:16]([N:17]=[CH:18][N:19]=[C:20]4[NH:23][CH2:27][C:28]4[C:35]([F:36])=[C:34]([O:37][CH3:38])[CH:33]=[CH:32][C:29]=4[C:30]#[N:31])=[N:15]3)=[CH:24][CH:25]=2)[N:3]=1. The catalyst class is: 9. (4) Reactant: [S:1]1[C:5]([NH:6][C:7]([CH:9]2[CH:14]3[CH:10]2[CH2:11][N:12](C(OC(C)(C)C)=O)[CH2:13]3)=[O:8])=[CH:4][CH:3]=[N:2]1.[ClH:22]. Product: [ClH:22].[S:1]1[C:5]([NH:6][C:7]([CH:9]2[CH:10]3[CH:14]2[CH2:13][NH:12][CH2:11]3)=[O:8])=[CH:4][CH:3]=[N:2]1. The catalyst class is: 12.